Dataset: Forward reaction prediction with 1.9M reactions from USPTO patents (1976-2016). Task: Predict the product of the given reaction. (1) Given the reactants [F:1][C:2]1[CH:10]=[C:9]([C:11]([F:14])([F:13])[F:12])[CH:8]=[CH:7][C:3]=1[C:4]([OH:6])=O.C([O:17][C:18](=[O:40])[C:19]([O:22][C:23]1[CH:28]=[CH:27][C:26]([O:29][C:30]2[CH:35]=[CH:34][CH:33]=[C:32]([CH2:36][CH2:37][NH2:38])[CH:31]=2)=[CH:25][C:24]=1[CH3:39])([CH3:21])[CH3:20])C, predict the reaction product. The product is: [F:1][C:2]1[CH:10]=[C:9]([C:11]([F:14])([F:13])[F:12])[CH:8]=[CH:7][C:3]=1[C:4]([NH:38][CH2:37][CH2:36][C:32]1[CH:31]=[C:30]([CH:35]=[CH:34][CH:33]=1)[O:29][C:26]1[CH:27]=[CH:28][C:23]([O:22][C:19]([CH3:21])([CH3:20])[C:18]([OH:40])=[O:17])=[C:24]([CH3:39])[CH:25]=1)=[O:6]. (2) Given the reactants Cl[C:2]1[CH:7]=[N:6][CH:5]=[C:4]([O:8][CH2:9][C:10]2[CH:15]=[CH:14][CH:13]=[C:12]([O:16][CH3:17])[C:11]=2[O:18][CH3:19])[N:3]=1.COC1C(OC)=CC=CC=1CO.[NH:32]1[CH2:37][CH2:36][NH:35][CH2:34][CH2:33]1.C([O-])([O-])=O.[K+].[K+].O=[O+][O-], predict the reaction product. The product is: [CH3:19][O:18][C:11]1[C:12]([O:16][CH3:17])=[CH:13][CH:14]=[CH:15][C:10]=1[CH2:9][O:8][C:4]1[CH:5]=[N:6][CH:7]=[C:2]([N:32]2[CH2:37][CH2:36][NH:35][CH2:34][CH2:33]2)[N:3]=1. (3) Given the reactants [Cl:1][C:2]1[CH:10]=[CH:9][C:5]([C:6](Cl)=[O:7])=[CH:4][C:3]=1[N+:11]([O-:13])=[O:12].[Br:14][C:15]1[CH:20]=[CH:19][C:18]([NH:21][NH2:22])=[CH:17][CH:16]=1, predict the reaction product. The product is: [Br:14][C:15]1[CH:20]=[CH:19][C:18]([NH:21][NH:22][C:6](=[O:7])[C:5]2[CH:9]=[CH:10][C:2]([Cl:1])=[C:3]([N+:11]([O-:13])=[O:12])[CH:4]=2)=[CH:17][CH:16]=1. (4) Given the reactants C(O[C:4]([C:6]1([CH2:13][CH2:14]OC)[CH2:11][CH2:10][CH:9]([OH:12])[CH2:8][CH2:7]1)=[O:5])C.[CH:17]([C:20]1[N:25]=[CH:24][C:23]([NH2:26])=[CH:22][CH:21]=1)([CH3:19])[CH3:18], predict the reaction product. The product is: [OH:12][CH:9]1[CH2:8][CH2:7][C:6]2([C:4](=[O:5])[N:26]([C:23]3[CH:24]=[N:25][C:20]([CH:17]([CH3:19])[CH3:18])=[CH:21][CH:22]=3)[CH2:14][CH2:13]2)[CH2:11][CH2:10]1. (5) Given the reactants [F:1][C:2]1[CH:3]=[C:4]2[N:10]=[C:9]([C:11]3[CH:20]=[CH:19][C:14]([C:15]([O:17][CH3:18])=[O:16])=[CH:13][CH:12]=3)[NH:8][C:5]2=[N:6][CH:7]=1.[Cl:21]C1C=C(C=CC=1)C(OO)=O.C(O)(=O)C.C([O-])(O)=O.[Na+], predict the reaction product. The product is: [Cl:21][C:3]1[C:2]([F:1])=[CH:7][N:6]=[C:5]2[NH:8][C:9]([C:11]3[CH:12]=[CH:13][C:14]([C:15]([O:17][CH3:18])=[O:16])=[CH:19][CH:20]=3)=[N:10][C:4]=12. (6) Given the reactants F[C:2]1[C:3]([CH3:22])=[N:4][C:5]2[C:10]([N:11]=1)=[C:9]([C:12]1[NH:20][C:19]3[CH2:18][CH2:17][NH:16][C:15](=[O:21])[C:14]=3[CH:13]=1)[CH:8]=[CH:7][CH:6]=2.[NH:23]1[CH2:26][CH2:25][CH2:24]1.CO.C(Cl)Cl, predict the reaction product. The product is: [N:23]1([C:2]2[C:3]([CH3:22])=[N:4][C:5]3[C:10]([N:11]=2)=[C:9]([C:12]2[NH:20][C:19]4[CH2:18][CH2:17][NH:16][C:15](=[O:21])[C:14]=4[CH:13]=2)[CH:8]=[CH:7][CH:6]=3)[CH2:26][CH2:25][CH2:24]1. (7) Given the reactants [H-].[Li+].[Al+3].[H-].[H-].[H-].[CH2:7]([O:14][C:15]1[CH:16]=[C:17]([CH2:21][CH2:22][NH:23][CH:24]=O)[CH:18]=[CH:19][CH:20]=1)[C:8]1[CH:13]=[CH:12][CH:11]=[CH:10][CH:9]=1.O.[OH-].[Na+], predict the reaction product. The product is: [CH2:7]([O:14][C:15]1[CH:16]=[C:17]([CH2:21][CH2:22][NH:23][CH3:24])[CH:18]=[CH:19][CH:20]=1)[C:8]1[CH:9]=[CH:10][CH:11]=[CH:12][CH:13]=1.